Dataset: Full USPTO retrosynthesis dataset with 1.9M reactions from patents (1976-2016). Task: Predict the reactants needed to synthesize the given product. (1) Given the product [ClH:1].[Cl:1][C:2]1[CH:3]=[C:4]([C:8]2[CH2:13][CH2:12][NH:11][CH2:10][CH:9]=2)[CH:5]=[CH:6][CH:7]=1, predict the reactants needed to synthesize it. The reactants are: [Cl:1][C:2]1[CH:3]=[C:4]([C:8]2[CH2:9][CH2:10][N:11](C(OC(C)(C)C)=O)[CH2:12][CH:13]=2)[CH:5]=[CH:6][CH:7]=1.Cl.CCOCC. (2) Given the product [CH2:1]([O:4][C:5]([NH:7][CH2:8][C:9]([Cl:20])=[O:11])=[O:6])[CH:2]=[CH2:3], predict the reactants needed to synthesize it. The reactants are: [CH2:1]([O:4][C:5]([NH:7][CH2:8][C:9]([OH:11])=O)=[O:6])[CH:2]=[CH2:3].CN(C)C=O.C(Cl)(=O)C([Cl:20])=O.C1(C)C=CC=CC=1. (3) Given the product [F:12][C:13]1[CH:18]=[C:17]([C:2]2[CH:3]=[C:4]3[CH2:10][C:9](=[O:11])[NH:8][C:5]3=[N:6][CH:7]=2)[CH:16]=[CH:15][CH:14]=1, predict the reactants needed to synthesize it. The reactants are: Br[C:2]1[CH:3]=[C:4]2[CH2:10][C:9](=[O:11])[NH:8][C:5]2=[N:6][CH:7]=1.[F:12][C:13]1[CH:14]=[C:15](B(O)O)[CH:16]=[CH:17][CH:18]=1.[Li+].[Cl-].C([O-])([O-])=O.[Na+].[Na+]. (4) Given the product [C:1]([O:5][C:6](=[O:17])[NH:7][CH:8]([CH:12]1[CH2:16][CH2:15][N:14]([C:28]2[C:29]([CH3:31])=[C:30]3[C:25]([C:24](=[O:34])[NH:23][C:22](=[O:35])[N:21]3[CH:18]3[CH2:20][CH2:19]3)=[CH:26][C:27]=2[F:33])[CH2:13]1)[CH2:9][C:10]#[N:11])([CH3:4])([CH3:2])[CH3:3], predict the reactants needed to synthesize it. The reactants are: [C:1]([O:5][C:6](=[O:17])[NH:7][CH:8]([CH:12]1[CH2:16][CH2:15][NH:14][CH2:13]1)[CH2:9][C:10]#[N:11])([CH3:4])([CH3:3])[CH3:2].[CH:18]1([N:21]2[C:30]3[C:25](=[CH:26][C:27]([F:33])=[C:28](F)[C:29]=3[CH3:31])[C:24](=[O:34])[NH:23][C:22]2=[O:35])[CH2:20][CH2:19]1.CN(C)C(N(C)C)=N.O. (5) Given the product [CH:3]([O:6][C:8]1[CH:9]=[CH:10][C:11]([N+:17]([O-:19])=[O:18])=[C:12]([CH:16]=1)[C:13]([OH:15])=[O:14])([CH3:5])[CH3:4], predict the reactants needed to synthesize it. The reactants are: [H-].[Na+].[CH:3]([OH:6])([CH3:5])[CH3:4].F[C:8]1[CH:9]=[CH:10][C:11]([N+:17]([O-:19])=[O:18])=[C:12]([CH:16]=1)[C:13]([OH:15])=[O:14].Cl. (6) Given the product [Br:32][C:6]1[C:7]([NH:9][CH2:10][C:11]2[CH:12]=[CH:13][C:14]([O:17][CH3:18])=[CH:15][CH:16]=2)=[N:8][C:3]([O:2][CH3:1])=[C:4]([C:19]2[CH:24]=[CH:23][C:22]([O:25][C:26]([F:27])([F:29])[F:28])=[CH:21][C:20]=2[O:30][CH3:31])[N:5]=1, predict the reactants needed to synthesize it. The reactants are: [CH3:1][O:2][C:3]1[N:8]=[C:7]([NH:9][CH2:10][C:11]2[CH:16]=[CH:15][C:14]([O:17][CH3:18])=[CH:13][CH:12]=2)[CH:6]=[N:5][C:4]=1[C:19]1[CH:24]=[CH:23][C:22]([O:25][C:26]([F:29])([F:28])[F:27])=[CH:21][C:20]=1[O:30][CH3:31].[Br:32]N1C(=O)CCC1=O.